Dataset: Forward reaction prediction with 1.9M reactions from USPTO patents (1976-2016). Task: Predict the product of the given reaction. (1) The product is: [Cl:12][C:8]1[CH:7]=[C:6]2[C:11]([C:3]([CH:2]([F:1])[F:30])=[CH:4][N:5]2[S:13]([C:16]2[CH:21]=[CH:20][C:19]([O:22][CH3:23])=[C:18]([N:24]3[CH2:29][CH2:28][N:27]([CH:41]4[CH2:42][O:39][CH2:40]4)[CH2:26][CH2:25]3)[CH:17]=2)(=[O:15])=[O:14])=[CH:10][CH:9]=1. Given the reactants [F:1][CH:2]([F:30])[C:3]1[C:11]2[C:6](=[CH:7][C:8]([Cl:12])=[CH:9][CH:10]=2)[N:5]([S:13]([C:16]2[CH:21]=[CH:20][C:19]([O:22][CH3:23])=[C:18]([N:24]3[CH2:29][CH2:28][NH:27][CH2:26][CH2:25]3)[CH:17]=2)(=[O:15])=[O:14])[CH:4]=1.C([BH3-])#N.[Na+].C(O)(=O)C.[O:39]1[CH2:42][C:41](=O)[CH2:40]1, predict the reaction product. (2) Given the reactants [CH2:1]([O:8][C:9]([N:11]1[CH2:15][C@H:14]([O:16][Si:17]([C:20]([CH3:23])([CH3:22])[CH3:21])([CH3:19])[CH3:18])[CH2:13][C@@H:12]1[CH2:24][N:25]=[N+:26]=[N-:27])=[O:10])[C:2]1C=CC=CC=1.[C:28]([C:30]1[CH:31]=[N:32][CH:33]=[CH:34][CH:35]=1)#[CH:29].O=C1O[C@H]([C@H](CO)O)C([O-])=C1O.[Na+], predict the reaction product. The product is: [CH2:1]([O:8][C:9]([N:11]1[CH2:15][C@H:14]([O:16][Si:17]([C:20]([CH3:21])([CH3:22])[CH3:23])([CH3:19])[CH3:18])[CH2:13][C@@H:12]1[CH2:24][N:25]1[CH:29]=[C:28]([C:30]2[CH:31]=[N:32][CH:33]=[CH:34][CH:35]=2)[N:27]=[N:26]1)=[O:10])[CH3:2]. (3) The product is: [CH2:1]([N:8]([CH:12]([C:15]1[CH:20]=[CH:19][C:18]([F:21])=[CH:17][CH:16]=1)[C:13]([NH2:14])=[O:24])[CH2:9][CH2:10][OH:11])[C:2]1[CH:3]=[CH:4][CH:5]=[CH:6][CH:7]=1. Given the reactants [CH2:1]([N:8]([CH:12]([C:15]1[CH:20]=[CH:19][C:18]([F:21])=[CH:17][CH:16]=1)[C:13]#[N:14])[CH2:9][CH2:10][OH:11])[C:2]1[CH:7]=[CH:6][CH:5]=[CH:4][CH:3]=1.CS(C)=[O:24], predict the reaction product. (4) The product is: [F:1][C:2]([F:7])([F:6])[C:3]([OH:5])=[O:4].[CH2:8]([S:10]([N:13]1[CH2:14][CH2:15][CH:16]([C:19]2[C:27]3[C:22](=[C:23]([C:43]([NH2:45])=[O:44])[CH:24]=[C:25]([C:28]4[CH:33]=[C:32]([CH2:34][NH:35][CH2:36][CH:48]5[CH2:49][CH2:50][O:46][CH2:51][CH2:47]5)[CH:31]=[C:30]([F:42])[CH:29]=4)[CH:26]=3)[NH:21][CH:20]=2)[CH2:17][CH2:18]1)(=[O:11])=[O:12])[CH3:9]. Given the reactants [F:1][C:2]([F:7])([F:6])[C:3]([OH:5])=[O:4].[CH2:8]([S:10]([N:13]1[CH2:18][CH2:17][CH:16]([C:19]2[C:27]3[C:22](=[C:23]([C:43]([NH2:45])=[O:44])[CH:24]=[C:25]([C:28]4[CH:33]=[C:32]([CH2:34][NH:35][CH2:36][C@@H]5CCCO5)[CH:31]=[C:30]([F:42])[CH:29]=4)[CH:26]=3)[NH:21][CH:20]=2)[CH2:15][CH2:14]1)(=[O:12])=[O:11])[CH3:9].[O:46]1[CH2:50][CH2:49][CH2:48][C@H:47]1[CH2:51]N, predict the reaction product. (5) Given the reactants [C:9](O[C:9]([O:11][C:12]([CH3:15])([CH3:14])[CH3:13])=[O:10])([O:11][C:12]([CH3:15])([CH3:14])[CH3:13])=[O:10].[NH:16]1[CH2:21][CH2:20][CH2:19][CH:18]([CH2:22][OH:23])[CH2:17]1.[OH-].[Na+].C(Cl)Cl, predict the reaction product. The product is: [OH:23][CH2:22][CH:18]1[CH2:19][CH2:20][CH2:21][N:16]([C:9]([O:11][C:12]([CH3:13])([CH3:14])[CH3:15])=[O:10])[CH2:17]1. (6) Given the reactants BrC[CH2:3][CH2:4][CH2:5][O:6][C:7]1[C:12]([Cl:13])=[CH:11][C:10]([N:14]2[CH2:19][CH2:18][N:17]([C:20]([C:22]3[CH:27]=[C:26]([S:28]([CH3:31])(=[O:30])=[O:29])[CH:25]=[CH:24][C:23]=3[C:32]3[CH:37]=[CH:36][CH:35]=[CH:34][CH:33]=3)=[O:21])[CH2:16][CH2:15]2)=[CH:9][C:8]=1[Cl:38].[CH2:39]([N:41]([CH2:44]C)[CH2:42]C)C.Cl.CNC, predict the reaction product. The product is: [Cl:13][C:12]1[CH:11]=[C:10]([N:14]2[CH2:15][CH2:16][N:17]([C:20]([C:22]3[CH:27]=[C:26]([S:28]([CH3:31])(=[O:29])=[O:30])[CH:25]=[CH:24][C:23]=3[C:32]3[CH:37]=[CH:36][CH:35]=[CH:34][CH:33]=3)=[O:21])[CH2:18][CH2:19]2)[CH:9]=[C:8]([Cl:38])[C:7]=1[O:6][CH:5]([CH2:4][CH3:3])[CH2:39][N:41]([CH3:44])[CH3:42]. (7) Given the reactants [C:1]([C:3]1[CH:8]=[CH:7][C:6](B(O)O)=[CH:5][CH:4]=1)#[N:2].Br[C:13]1[CH:18]=[CH:17][C:16]([OH:19])=[CH:15][C:14]=1[CH3:20], predict the reaction product. The product is: [OH:19][C:16]1[CH:17]=[CH:18][C:13]([C:6]2[CH:7]=[CH:8][C:3]([C:1]#[N:2])=[CH:4][CH:5]=2)=[C:14]([CH3:20])[CH:15]=1.